Dataset: Reaction yield outcomes from USPTO patents with 853,638 reactions. Task: Predict the reaction yield, written as a fraction of the theoretical maximum amount of product (1.0 means a 100% yield; for example, 0.34 means a 34% yield). (1) The reactants are Br[C:2]1[CH:3]=[CH:4][C:5]([F:29])=[C:6]([C:8]2([C:19]3[CH:24]=[CH:23][N:22]=[C:21]([C:25]([F:28])([F:27])[F:26])[CH:20]=3)[C:16]3[C:11](=[C:12]([F:17])[CH:13]=[CH:14][CH:15]=3)[C:10]([NH2:18])=[N:9]2)[CH:7]=1.[N:30]1[CH:35]=[C:34](B(O)O)[CH:33]=[N:32][CH:31]=1. No catalyst specified. The product is [F:17][C:12]1[CH:13]=[CH:14][CH:15]=[C:16]2[C:11]=1[C:10]([NH2:18])=[N:9][C:8]2([C:6]1[CH:7]=[C:2]([C:34]2[CH:35]=[N:30][CH:31]=[N:32][CH:33]=2)[CH:3]=[CH:4][C:5]=1[F:29])[C:19]1[CH:24]=[CH:23][N:22]=[C:21]([C:25]([F:26])([F:27])[F:28])[CH:20]=1. The yield is 0.580. (2) The reactants are [C:1](=O)(O)[O-:2].[Na+].[N:6]1[C:13]([Cl:14])=[N:12][C:10]([Cl:11])=[N:9][C:7]=1Cl.CO. The catalyst is O. The product is [CH3:1][O:2][C:7]1[N:9]=[C:10]([Cl:11])[N:12]=[C:13]([Cl:14])[N:6]=1. The yield is 0.840. (3) The reactants are C[O:2][C:3](=[O:13])[CH2:4][S:5][C:6]1[CH:11]=[CH:10][C:9]([Cl:12])=[CH:8][N:7]=1.O[Li].O.Cl. The catalyst is C1COCC1.O. The product is [Cl:12][C:9]1[CH:10]=[CH:11][C:6]([S:5][CH2:4][C:3]([OH:13])=[O:2])=[N:7][CH:8]=1. The yield is 0.980. (4) The reactants are CS(OC[CH2:7][C:8]1[CH:13]=[CH:12][C:11]([C:14]2[CH:19]=[CH:18][CH:17]=[C:16]([N:20]3[C:25]4[N:26]=[CH:27][C:28]([F:30])=[CH:29][C:24]=4[C:23](=[O:31])[N:22]([C@H:32]4[CH2:37][CH2:36][C@@H:35]([NH:38][C:39]([C:41]5[N:42]=[C:43]6[CH:48]=[CH:47][C:46]([F:49])=[CH:45][N:44]6[CH:50]=5)=[O:40])[CH2:34][CH2:33]4)[C:21]3=[O:51])[CH:15]=2)=[CH:10][CH:9]=1)(=O)=O.[CH3:52][NH:53][CH3:54].[C:55](=O)([O-])[O-].[K+].[K+].O. The catalyst is C(#N)C. The product is [CH3:52][N:53]([CH3:55])[CH2:54][CH2:7][C:8]1[CH:13]=[CH:12][C:11]([C:14]2[CH:19]=[CH:18][CH:17]=[C:16]([N:20]3[C:25]4[N:26]=[CH:27][C:28]([F:30])=[CH:29][C:24]=4[C:23](=[O:31])[N:22]([C@@H:32]4[CH2:37][CH2:36][C@H:35]([NH:38][C:39]([C:41]5[N:42]=[C:43]6[CH:48]=[CH:47][C:46]([F:49])=[CH:45][N:44]6[CH:50]=5)=[O:40])[CH2:34][CH2:33]4)[C:21]3=[O:51])[CH:15]=2)=[CH:10][CH:9]=1. The yield is 0.100. (5) The reactants are [CH2:1]([O:3][C:4]([CH:6]1[C:15]2[C:10](=[CH:11][C:12]([C:17]#[C:18][C:19]3[CH:24]=[CH:23][C:22]([CH2:25][C:26]([O:28]C(C)(C)C)=[O:27])=[CH:21][CH:20]=3)=[C:13]([CH3:16])[CH:14]=2)[C:9]([CH3:34])([CH3:33])[CH2:8][CH2:7]1)=[O:5])[CH3:2].C(O)=O.O. The catalyst is O1CCOCC1. The product is [CH2:1]([O:3][C:4]([CH:6]1[C:15]2[C:10](=[CH:11][C:12]([C:17]#[C:18][C:19]3[CH:24]=[CH:23][C:22]([CH2:25][C:26]([OH:28])=[O:27])=[CH:21][CH:20]=3)=[C:13]([CH3:16])[CH:14]=2)[C:9]([CH3:33])([CH3:34])[CH2:8][CH2:7]1)=[O:5])[CH3:2]. The yield is 0.740. (6) The reactants are [C:1]([O:9][C@@H:10]1[C@@H:33]([O:34][C:35](=[O:42])[C:36]2[CH:41]=[CH:40][CH:39]=[CH:38][CH:37]=2)[CH2:32][C@@H:31]([CH2:43][O:44][C:45](=[O:52])[C:46]2[CH:51]=[CH:50][CH:49]=[CH:48][CH:47]=2)[O:30][C@H:11]1[O:12][C:13]1[CH:18]=[C:17]([CH2:19][OH:20])[CH:16]=[CH:15][C:14]=1[CH2:21][C:22]1[CH:27]=[CH:26][C:25]([CH2:28][CH3:29])=[CH:24][CH:23]=1)(=[O:8])[C:2]1[CH:7]=[CH:6][CH:5]=[CH:4][CH:3]=1.[O:53]1[CH:58]=[CH:57][CH2:56][CH2:55]C1.C(N(CC)CC)C. The catalyst is C(Cl)Cl.C(OCC)(=O)C.O.C1(C)C=CC(S(O)(=O)=O)=CC=1. The product is [C:1]([O:9][C@@H:10]1[C@@H:33]([O:34][C:35](=[O:42])[C:36]2[CH:37]=[CH:38][CH:39]=[CH:40][CH:41]=2)[CH2:32][C@@H:31]([CH2:43][O:44][C:45](=[O:52])[C:46]2[CH:47]=[CH:48][CH:49]=[CH:50][CH:51]=2)[O:30][C@H:11]1[O:12][C:13]1[CH:18]=[C:17]([CH2:19][O:20][CH:58]2[CH2:57][CH2:56][CH2:55][O:53]2)[CH:16]=[CH:15][C:14]=1[CH2:21][C:22]1[CH:27]=[CH:26][C:25]([CH2:28][CH3:29])=[CH:24][CH:23]=1)(=[O:8])[C:2]1[CH:7]=[CH:6][CH:5]=[CH:4][CH:3]=1. The yield is 0.919. (7) The reactants are [C:1]([O:5][C:6](=[O:28])[N:7]([CH2:16][CH2:17][C:18]1[CH:23]=[CH:22][C:21]([N+:24]([O-])=O)=[CH:20][C:19]=1[Cl:27])[CH2:8][C:9]1[CH:14]=[CH:13][C:12]([F:15])=[CH:11][CH:10]=1)([CH3:4])([CH3:3])[CH3:2].[NH4+].[Cl-]. The catalyst is CO.[Zn]. The product is [C:1]([O:5][C:6](=[O:28])[N:7]([CH2:16][CH2:17][C:18]1[CH:23]=[CH:22][C:21]([NH2:24])=[CH:20][C:19]=1[Cl:27])[CH2:8][C:9]1[CH:10]=[CH:11][C:12]([F:15])=[CH:13][CH:14]=1)([CH3:4])([CH3:2])[CH3:3]. The yield is 0.880. (8) The reactants are [CH3:1][O:2][C:3]1[CH:4]=[C:5]2[C:10](=[CH:11][C:12]=1[O:13][CH3:14])[N:9]=[CH:8][CH:7]=[C:6]2[O:15][C:16]1[CH:22]=[CH:21][C:19]([NH2:20])=[CH:18][CH:17]=1.C1(C)C=CC=CC=1.C(N(CC)CC)C.Cl[C:38](Cl)([O:40][C:41](=[O:47])OC(Cl)(Cl)Cl)Cl.[F:49][C:50]([F:60])([F:59])[C:51]1[CH:58]=[CH:57][C:54](CO)=[CH:53][CH:52]=1. The catalyst is C(Cl)Cl. The product is [CH3:1][O:2][C:3]1[CH:4]=[C:5]2[C:10](=[CH:11][C:12]=1[O:13][CH3:14])[N:9]=[CH:8][CH:7]=[C:6]2[O:15][C:16]1[CH:22]=[CH:21][C:19]([NH:20][C:41](=[O:47])[O:40][CH2:38][C:54]2[CH:57]=[CH:58][C:51]([C:50]([F:60])([F:59])[F:49])=[CH:52][CH:53]=2)=[CH:18][CH:17]=1. The yield is 0.570.